This data is from NCI-60 drug combinations with 297,098 pairs across 59 cell lines. The task is: Regression. Given two drug SMILES strings and cell line genomic features, predict the synergy score measuring deviation from expected non-interaction effect. Drug 1: CN(C)N=NC1=C(NC=N1)C(=O)N. Drug 2: CCCS(=O)(=O)NC1=C(C(=C(C=C1)F)C(=O)C2=CNC3=C2C=C(C=N3)C4=CC=C(C=C4)Cl)F. Cell line: MCF7. Synergy scores: CSS=-0.0975, Synergy_ZIP=1.10, Synergy_Bliss=2.60, Synergy_Loewe=0.714, Synergy_HSA=1.04.